From a dataset of Reaction yield outcomes from USPTO patents with 853,638 reactions. Predict the reaction yield, written as a fraction of the theoretical maximum amount of product (1.0 means a 100% yield; for example, 0.34 means a 34% yield). The reactants are [CH2:1]([O:8][C:9]1[CH:14]=[CH:13][N:12]([C:15]2[CH:16]=[C:17]3[C:21](=[CH:22][CH:23]=2)[N:20]([CH2:24][CH2:25][N:26]2[CH2:31][CH2:30][CH2:29][CH2:28][CH2:27]2)[N:19]=[CH:18]3)[C:11](=[O:32])[CH:10]=1)[C:2]1[CH:7]=[CH:6][CH:5]=[CH:4][CH:3]=1.[ClH:33].C(OCC)C. The catalyst is C(Cl)Cl. The product is [ClH:33].[CH2:1]([O:8][C:9]1[CH:14]=[CH:13][N:12]([C:15]2[CH:16]=[C:17]3[C:21](=[CH:22][CH:23]=2)[N:20]([CH2:24][CH2:25][N:26]2[CH2:31][CH2:30][CH2:29][CH2:28][CH2:27]2)[N:19]=[CH:18]3)[C:11](=[O:32])[CH:10]=1)[C:2]1[CH:7]=[CH:6][CH:5]=[CH:4][CH:3]=1. The yield is 0.780.